Dataset: Catalyst prediction with 721,799 reactions and 888 catalyst types from USPTO. Task: Predict which catalyst facilitates the given reaction. (1) Reactant: C(O)C.[CH2:4]([O:6][C:7](=[O:13])[CH2:8][C:9]([CH2:11][Cl:12])=[O:10])[CH3:5]. Product: [Cl:12][CH2:11][C@@H:9]([OH:10])[CH2:8][C:7]([O:6][CH2:4][CH3:5])=[O:13]. The catalyst class is: 21. (2) Reactant: [CH3:1][N:2]1[CH:6]=[C:5]([C:7]2[CH:12]=[CH:11][CH:10]=[C:9](B3OC(C)(C)C(C)(C)O3)[CH:8]=2)[CH:4]=[N:3]1.[Br:22][C:23]1[CH:24]=[N:25][C:26](I)=[N:27][CH:28]=1.C(=O)([O-])[O-].[K+].[K+]. Product: [Br:22][C:23]1[CH:24]=[N:25][C:26]([C:9]2[CH:10]=[CH:11][CH:12]=[C:7]([C:5]3[CH:4]=[N:3][N:2]([CH3:1])[CH:6]=3)[CH:8]=2)=[N:27][CH:28]=1. The catalyst class is: 12. (3) Reactant: CN(C)C=O.[OH:6][C:7]1[CH:12]=[CH:11][C:10]([C:13](=[O:24])[C:14]2[CH:19]=[CH:18][C:17]([N+:20]([O-:22])=[O:21])=[C:16]([CH3:23])[CH:15]=2)=[CH:9][CH:8]=1.C(N(CC)CC)C.[CH3:32][S:33](Cl)(=[O:35])=[O:34]. Product: [CH3:32][S:33]([O:6][C:7]1[CH:12]=[CH:11][C:10]([C:13](=[O:24])[C:14]2[CH:19]=[CH:18][C:17]([N+:20]([O-:22])=[O:21])=[C:16]([CH3:23])[CH:15]=2)=[CH:9][CH:8]=1)(=[O:35])=[O:34]. The catalyst class is: 6. (4) Product: [NH:15]([C:2]1[C:7]2[N:8]=[C:9]([C:11]([F:14])([F:13])[F:12])[NH:10][C:6]=2[CH:5]=[CH:4][N:3]=1)[NH2:16]. Reactant: Cl[C:2]1[C:7]2[N:8]=[C:9]([C:11]([F:14])([F:13])[F:12])[NH:10][C:6]=2[CH:5]=[CH:4][N:3]=1.[NH2:15][NH2:16]. The catalyst class is: 8. (5) Reactant: [NH2:1][C:2]1[N:7]=[C:6]([CH3:8])[N:5]=[C:4]([C:9]2[C:10]([NH:17][C:18]3[CH:19]=[C:20]([NH:25]C(=O)OC(C)(C)C)[C:21]([Cl:24])=[N:22][CH:23]=3)=[N:11][CH:12]=[C:13]([O:15][CH3:16])[CH:14]=2)[N:3]=1.FC(F)(F)C(O)=O.C([O-])(O)=O.[Na+]. Product: [NH2:1][C:2]1[N:7]=[C:6]([CH3:8])[N:5]=[C:4]([C:9]2[C:10]([NH:17][C:18]3[CH:19]=[C:20]([NH2:25])[C:21]([Cl:24])=[N:22][CH:23]=3)=[N:11][CH:12]=[C:13]([O:15][CH3:16])[CH:14]=2)[N:3]=1. The catalyst class is: 2. (6) Reactant: [O:1]1[CH2:8][CH:2]1[CH2:3][CH2:4][C:5](=[O:7])[CH3:6].O.C(=C1OCC2(COC(=CC)OC2)C[O:13]1)C.C1(C)C=CC(S(O)(=O)=O)=CC=1. Product: [OH:13][CH:2]([CH2:8][OH:1])[CH2:3][CH2:4][C:5](=[O:7])[CH3:6]. The catalyst class is: 11.